This data is from Peptide-MHC class I binding affinity with 185,985 pairs from IEDB/IMGT. The task is: Regression. Given a peptide amino acid sequence and an MHC pseudo amino acid sequence, predict their binding affinity value. This is MHC class I binding data. (1) The peptide sequence is YLQQNWWTL. The MHC is HLA-A03:01 with pseudo-sequence HLA-A03:01. The binding affinity (normalized) is 0.0537. (2) The binding affinity (normalized) is 0.0847. The peptide sequence is MRDLRQHEV. The MHC is HLA-A25:01 with pseudo-sequence HLA-A25:01. (3) The peptide sequence is KAALDLSHFL. The MHC is HLA-B35:03 with pseudo-sequence HLA-B35:03. The binding affinity (normalized) is 0. (4) The peptide sequence is RLFYTFFSY. The MHC is H-2-Dd with pseudo-sequence H-2-Dd. The binding affinity (normalized) is 0.269. (5) The peptide sequence is RVFNGDDVK. The binding affinity (normalized) is 0.0847. The MHC is HLA-B46:01 with pseudo-sequence HLA-B46:01. (6) The peptide sequence is FTDSPEHLL. The MHC is Mamu-A01 with pseudo-sequence Mamu-A01. The binding affinity (normalized) is 0.787. (7) The peptide sequence is FIFSALDEKW. The MHC is Mamu-B17 with pseudo-sequence Mamu-B17. The binding affinity (normalized) is 0.730.